Task: Predict which catalyst facilitates the given reaction.. Dataset: Catalyst prediction with 721,799 reactions and 888 catalyst types from USPTO (1) Reactant: OCl.[Br:3][C:4]1[CH:5]=[CH:6][C:7]([O:12][CH2:13][CH:14]2[CH2:19][CH2:18][NH:17][CH2:16][CH2:15]2)=[C:8]([CH:11]=1)[C:9]#[N:10].[CH3:20][C:21]1([CH3:24])[CH2:23][O:22]1.C([O-])([O-])=O.[K+].[K+].CCO. Product: [Br:3][C:4]1[CH:5]=[CH:6][C:7]([O:12][CH2:13][CH:14]2[CH2:15][CH2:16][N:17]([CH2:20][C:21]([OH:22])([CH3:24])[CH3:23])[CH2:18][CH2:19]2)=[C:8]([CH:11]=1)[C:9]#[N:10]. The catalyst class is: 6. (2) Reactant: [Br:1][C:2]1[CH:7]=[CH:6][CH:5]=[C:4]([CH3:8])[N:3]=1.[OH:9]O. Product: [Br:1][C:2]1[CH:7]=[CH:6][CH:5]=[C:4]([CH3:8])[N+:3]=1[O-:9]. The catalyst class is: 86.